Dataset: Full USPTO retrosynthesis dataset with 1.9M reactions from patents (1976-2016). Task: Predict the reactants needed to synthesize the given product. (1) The reactants are: Cl[C:2]1[N:7]=[C:6]([NH:8][CH2:9][C:10]2[C:15]([Cl:16])=[CH:14][CH:13]=[CH:12][C:11]=2[Cl:17])[CH:5]=[CH:4][N:3]=1.[NH2:18][C:19]1[CH:20]=[N:21][N:22]([CH2:24][C:25]([NH:27][C@@H:28]([CH3:31])[CH2:29][OH:30])=[O:26])[CH:23]=1.CC1(C)C2C(=C(P(C3C=CC=CC=3)C3C=CC=CC=3)C=CC=2)OC2C(P(C3C=CC=CC=3)C3C=CC=CC=3)=CC=CC1=2.C(=O)([O-])[O-].[Cs+].[Cs+]. Given the product [Cl:17][C:11]1[CH:12]=[CH:13][CH:14]=[C:15]([Cl:16])[C:10]=1[CH2:9][NH:8][C:6]1[CH:5]=[CH:4][N:3]=[C:2]([NH:18][C:19]2[CH:20]=[N:21][N:22]([CH2:24][C:25]([NH:27][C@@H:28]([CH3:31])[CH2:29][OH:30])=[O:26])[CH:23]=2)[N:7]=1, predict the reactants needed to synthesize it. (2) Given the product [CH3:80][C:79]([CH3:82])([CH3:81])[C@H:54]([NH:53][C:20](=[O:22])[CH2:19][O:18][CH2:17][CH2:16][CH2:15][O:14][CH2:13][CH2:12][O:11][S:8]([C:5]1[CH:4]=[CH:3][C:2]([CH3:1])=[CH:7][CH:6]=1)(=[O:9])=[O:10])[C:55]([N:57]1[CH2:61][C@H:60]([OH:62])[CH2:59][C@H:58]1[C:63]([NH:65][CH2:66][C:67]1[CH:72]=[CH:71][C:70]([C:73]2[S:77][CH:76]=[N:75][C:74]=2[CH3:78])=[CH:69][CH:68]=1)=[O:64])=[O:56], predict the reactants needed to synthesize it. The reactants are: [CH3:1][C:2]1[CH:7]=[CH:6][C:5]([S:8]([O:11][CH2:12][CH2:13][O:14][CH2:15][CH2:16][CH2:17][O:18][CH2:19][C:20]([OH:22])=O)(=[O:10])=[O:9])=[CH:4][CH:3]=1.CCN=C=NCCCN(C)C.C1C=CC2N(O)N=NC=2C=1.CCN(C(C)C)C(C)C.[NH2:53][C@@H:54]([C:79]([CH3:82])([CH3:81])[CH3:80])[C:55]([N:57]1[CH2:61][C@H:60]([OH:62])[CH2:59][C@H:58]1[C:63]([NH:65][CH2:66][C:67]1[CH:72]=[CH:71][C:70]([C:73]2[S:77][CH:76]=[N:75][C:74]=2[CH3:78])=[CH:69][CH:68]=1)=[O:64])=[O:56]. (3) Given the product [C:1]([O:5][C:6]([N:8]1[CH2:13][CH2:12][N:11]([C:14]([S:31][CH2:30][C:27]2[CH:26]=[CH:25][C:24]([O:23][CH2:22][C:21]3[CH:32]=[CH:33][C:18]([F:17])=[CH:19][CH:20]=3)=[CH:29][CH:28]=2)=[O:15])[CH2:10][CH2:9]1)=[O:7])([CH3:4])([CH3:3])[CH3:2], predict the reactants needed to synthesize it. The reactants are: [C:1]([O:5][C:6]([N:8]1[CH2:13][CH2:12][N:11]([C:14](Cl)=[O:15])[CH2:10][CH2:9]1)=[O:7])([CH3:4])([CH3:3])[CH3:2].[F:17][C:18]1[CH:33]=[CH:32][C:21]([CH2:22][O:23][C:24]2[CH:29]=[CH:28][C:27]([CH2:30][SH:31])=[CH:26][CH:25]=2)=[CH:20][CH:19]=1.O. (4) Given the product [NH2:20][C@:16]1([CH2:17][OH:18])[CH2:22][CH2:23][C@H:14]([C:9]2[CH:10]=[C:11]3[C:6](=[CH:7][CH:8]=2)[CH2:5][C@H:4]([C:1](=[O:3])[CH3:2])[CH2:13][CH2:12]3)[CH2:15]1, predict the reactants needed to synthesize it. The reactants are: [C:1]([C@@H:4]1[CH2:13][CH2:12][C:11]2[CH:10]=[C:9]([C@H:14]3[CH2:23][CH2:22][C@@:16]4([NH:20]C(=O)[O:18][CH2:17]4)[CH2:15]3)[CH:8]=[CH:7][C:6]=2[CH2:5]1)(=[O:3])[CH3:2].O.[OH-].[Li+].C1COCC1.O. (5) Given the product [F:1][CH:2]([F:14])[O:3][C:4]1[C:5]([CH3:13])=[C:6]([CH:7]=[CH:8][CH:9]=1)[NH2:10], predict the reactants needed to synthesize it. The reactants are: [F:1][CH:2]([F:14])[O:3][C:4]1[CH:9]=[CH:8][CH:7]=[C:6]([N+:10]([O-])=O)[C:5]=1[CH3:13]. (6) Given the product [C:2]([O:6][C:7](=[O:8])[CH2:9][C:10]1[CH:19]=[CH:18][CH:17]=[C:16]2[C:11]=1[CH2:12][CH2:13][N:14]([CH2:20][CH:21]1[CH2:23][CH2:22]1)[CH2:15]2)([CH3:5])([CH3:3])[CH3:4], predict the reactants needed to synthesize it. The reactants are: [Br-].[C:2]([O:6][C:7]([CH2:9][C:10]1[CH:19]=[CH:18][CH:17]=[C:16]2[C:11]=1[CH:12]=[CH:13][N+:14]([CH2:20][CH:21]1[CH2:23][CH2:22]1)=[CH:15]2)=[O:8])([CH3:5])([CH3:4])[CH3:3].O.[BH4-].[Na+]. (7) Given the product [C:12]1([CH3:11])[CH:18]=[C:17]([CH3:19])[CH:16]=[C:15]([CH3:20])[C:13]=1[N:5]=[C:4]1[C:3]2[C:2](=[CH:9][CH:8]=[CH:7][CH:6]=2)[C:1](=[N:14][C:13]2[C:15]([CH3:20])=[CH:16][C:17]([CH3:19])=[CH:18][C:12]=2[CH3:11])[NH:10]1.[Fe+2:21], predict the reactants needed to synthesize it. The reactants are: [C:1](#[N:10])[C:2]1[C:3](=[CH:6][CH:7]=[CH:8][CH:9]=1)[C:4]#[N:5].[CH3:11][C:12]1[CH:18]=[C:17]([CH3:19])[CH:16]=[C:15]([CH3:20])[C:13]=1[NH2:14].[Fe:21](Cl)Cl. (8) Given the product [F:18][C:19]1[CH:20]=[CH:21][C:22]([N:25]2[CH:29]=[CH:28][C:27]([O:30][CH2:2][C:3]3[C:8]([CH2:9][CH3:10])=[CH:7][CH:6]=[CH:5][C:4]=3[N:11]3[C:15](=[O:16])[N:14]([CH3:17])[N:13]=[N:12]3)=[N:26]2)=[CH:23][CH:24]=1, predict the reactants needed to synthesize it. The reactants are: Br[CH2:2][C:3]1[C:8]([CH2:9][CH3:10])=[CH:7][CH:6]=[CH:5][C:4]=1[N:11]1[C:15](=[O:16])[N:14]([CH3:17])[N:13]=[N:12]1.[F:18][C:19]1[CH:24]=[CH:23][C:22]([N:25]2[CH:29]=[CH:28][C:27]([OH:30])=[N:26]2)=[CH:21][CH:20]=1.C(=O)([O-])[O-].[K+].[K+].C(#N)C. (9) Given the product [CH2:10]([N:17]1[CH2:18][CH2:19][N:20]([CH2:21][C:22]2[CH:27]=[CH:26][CH:25]=[CH:24][CH:23]=2)[CH2:8][CH:2]1[C:3]([O:5][CH2:6][CH3:7])=[O:4])[C:11]1[CH:12]=[CH:13][CH:14]=[CH:15][CH:16]=1, predict the reactants needed to synthesize it. The reactants are: Br[CH:2]([CH2:8]Br)[C:3]([O:5][CH2:6][CH3:7])=[O:4].[CH2:10]([NH:17][CH2:18][CH2:19][NH:20][CH2:21][C:22]1[CH:27]=[CH:26][CH:25]=[CH:24][CH:23]=1)[C:11]1[CH:16]=[CH:15][CH:14]=[CH:13][CH:12]=1.CCN(C(C)C)C(C)C. (10) Given the product [F:29][C:30]1[CH:35]=[C:34]([F:36])[CH:33]=[CH:32][C:31]=1[S:37]([NH:40][C:41]1[CH:46]=[C:45]([C:2]2[CH:10]=[C:9]3[C:5]([CH:6]=[N:7][N:8]3[CH3:11])=[C:4]([NH:12][C:13]([C:15]3[N:16]=[C:17]([CH2:20][N:21]4[CH2:26][C@H:25]([CH3:27])[O:24][C@H:23]([CH3:28])[CH2:22]4)[S:18][CH:19]=3)=[O:14])[CH:3]=2)[CH:44]=[N:43][C:42]=1[O:56][CH3:57])(=[O:39])=[O:38], predict the reactants needed to synthesize it. The reactants are: Br[C:2]1[CH:10]=[C:9]2[C:5]([CH:6]=[N:7][N:8]2[CH3:11])=[C:4]([NH:12][C:13]([C:15]2[N:16]=[C:17]([CH2:20][N:21]3[CH2:26][C@H:25]([CH3:27])[O:24][C@H:23]([CH3:28])[CH2:22]3)[S:18][CH:19]=2)=[O:14])[CH:3]=1.[F:29][C:30]1[CH:35]=[C:34]([F:36])[CH:33]=[CH:32][C:31]=1[S:37]([NH:40][C:41]1[C:42]([O:56][CH3:57])=[N:43][CH:44]=[C:45](B2OC(C)(C)C(C)(C)O2)[CH:46]=1)(=[O:39])=[O:38].P([O-])([O-])([O-])=O.[K+].[K+].[K+].